Dataset: Experimentally validated miRNA-target interactions with 360,000+ pairs, plus equal number of negative samples. Task: Binary Classification. Given a miRNA mature sequence and a target amino acid sequence, predict their likelihood of interaction. The miRNA is mmu-miR-467f with sequence AUAUACACACACACACCUACA. The protein sequence of the target gene is MAQLQARFYSENKKYAVDDVPFSIPAAAEVADLSNIINKLLETKNELHKHVEFDFLIKGQFLRVPLVKHMELENISSEEVVELEYVEKYTAPQPEQCMFHDDWISSIEGAEEWILSGSYDKTSRIWSLEGKSIMTIVGHTDVVKDVAWVKKDSLSCLLLTASMDQTVLLWEWNVEKNKVKALHCCRGHAGSVDAIAVDSSGAKFCSGSWDKMLKIWSTVPTDEEDEMEEATNRPRKKQKTEQLGLTRTPLVTLSGHTEAISSVLWSDAEEICSASWDHTIRVWDVESGGLKSTLTGNKVF.... Result: 1 (interaction).